Dataset: Reaction yield outcomes from USPTO patents with 853,638 reactions. Task: Predict the reaction yield, written as a fraction of the theoretical maximum amount of product (1.0 means a 100% yield; for example, 0.34 means a 34% yield). (1) The reactants are [CH3:1][O:2][C:3]1[CH:8]=[CH:7][C:6]([SH:9])=[CH:5][CH:4]=1.Cl[C:11]1[N:16]=[C:15]([C:17]2[CH:29]=[CH:28][C:20]3[N:21]=[C:22]([NH:24][C:25](=[O:27])[CH3:26])[S:23][C:19]=3[CH:18]=2)[CH:14]=[CH:13][N:12]=1. The catalyst is CN(C=O)C.[H-].[Na+]. The product is [CH3:1][O:2][C:3]1[CH:8]=[CH:7][C:6]([S:9][C:11]2[N:16]=[C:15]([C:17]3[CH:29]=[CH:28][C:20]4[N:21]=[C:22]([NH:24][C:25](=[O:27])[CH3:26])[S:23][C:19]=4[CH:18]=3)[CH:14]=[CH:13][N:12]=2)=[CH:5][CH:4]=1. The yield is 0.380. (2) The reactants are [CH2:1]([O:8][C:9]1[CH:14]=[CH:13][NH:12][C:11](=[O:15])[CH:10]=1)[C:2]1[CH:7]=[CH:6][CH:5]=[CH:4][CH:3]=1.Br[C:17]1[CH:25]=[C:24]2[C:20]([C:21]3[CH2:30][CH2:29][N:28]([C:31]([O:33][C:34]([CH3:37])([CH3:36])[CH3:35])=[O:32])[CH2:27][C:22]=3[N:23]2[CH3:26])=[CH:19][CH:18]=1. No catalyst specified. The product is [CH2:1]([O:8][C:9]1[CH:14]=[CH:13][N:12]([C:17]2[CH:25]=[C:24]3[C:20]([C:21]4[CH2:30][CH2:29][N:28]([C:31]([O:33][C:34]([CH3:37])([CH3:36])[CH3:35])=[O:32])[CH2:27][C:22]=4[N:23]3[CH3:26])=[CH:19][CH:18]=2)[C:11](=[O:15])[CH:10]=1)[C:2]1[CH:3]=[CH:4][CH:5]=[CH:6][CH:7]=1. The yield is 0.620.